Dataset: Catalyst prediction with 721,799 reactions and 888 catalyst types from USPTO. Task: Predict which catalyst facilitates the given reaction. (1) Reactant: [C:1]([C:3]1[CH:9]=[CH:8][C:6]([NH2:7])=[CH:5][CH:4]=1)#[CH:2].[C:10](N1C=CN=C1)(N1C=CN=C1)=[O:11]. Product: [C:1]([C:3]1[CH:9]=[CH:8][C:6]([N:7]=[C:10]=[O:11])=[CH:5][CH:4]=1)#[CH:2]. The catalyst class is: 2. (2) Reactant: [Cl:1][C:2]1[CH:7]=[CH:6][C:5]([S:8]([C:11]2([C:25]3[CH:30]=[C:29]([F:31])[CH:28]=[CH:27][C:26]=3[F:32])[CH2:16][CH2:15][CH:14]([CH2:17][S:18]([CH2:21][C:22](O)=[O:23])(=[O:20])=[O:19])[CH2:13][CH2:12]2)(=[O:10])=[O:9])=[CH:4][CH:3]=1.FC1C(O)=C(F)C(F)=C(F)C=1F.C1([N:51]=C=NC2CCCCC2)CCCCC1. Product: [Cl:1][C:2]1[CH:7]=[CH:6][C:5]([S:8]([C:11]2([C:25]3[CH:30]=[C:29]([F:31])[CH:28]=[CH:27][C:26]=3[F:32])[CH2:16][CH2:15][CH:14]([CH2:17][S:18]([CH2:21][C:22]([NH2:51])=[O:23])(=[O:20])=[O:19])[CH2:13][CH2:12]2)(=[O:10])=[O:9])=[CH:4][CH:3]=1. The catalyst class is: 13. (3) Reactant: [O:1]1[C:3]2([CH2:7][CH2:6][N:5]([C:8]3[N:13]=[C:12]4[N:14]([CH2:17][C:18]5[CH:19]=[C:20]6[C:25](=[CH:26][CH:27]=5)[N:24]=[CH:23][CH:22]=[CH:21]6)[N:15]=[N:16][C:11]4=[N:10][CH:9]=3)[CH2:4]2)[CH2:2]1.CO.[CH3:30][NH2:31].[I-].[K+]. Product: [CH3:30][NH:31][CH2:2][C:3]1([OH:1])[CH2:7][CH2:6][N:5]([C:8]2[N:13]=[C:12]3[N:14]([CH2:17][C:18]4[CH:19]=[C:20]5[C:25](=[CH:26][CH:27]=4)[N:24]=[CH:23][CH:22]=[CH:21]5)[N:15]=[N:16][C:11]3=[N:10][CH:9]=2)[CH2:4]1. The catalyst class is: 16.